From a dataset of Forward reaction prediction with 1.9M reactions from USPTO patents (1976-2016). Predict the product of the given reaction. Given the reactants [CH2:1]([S:3]([Cl:6])(=[O:5])=[O:4])[CH3:2].C(N(CC)CC)C.Cl.Cl.[NH2:16][C:17]1[CH:22]=[CH:21][C:20]([C:23]2[CH:28]=[CH:27][C:26]([NH:29][C:30]([C@@H:32]3[CH:37]4[CH2:38][CH2:39][N:34]([CH2:35][CH2:36]4)[CH2:33]3)=[O:31])=[CH:25][CH:24]=2)=[CH:19][CH:18]=1, predict the reaction product. The product is: [ClH:6].[CH2:1]([S:3]([NH:16][C:17]1[CH:22]=[CH:21][C:20]([C:23]2[CH:24]=[CH:25][C:26]([NH:29][C:30]([C@@H:32]3[CH:37]4[CH2:36][CH2:35][N:34]([CH2:39][CH2:38]4)[CH2:33]3)=[O:31])=[CH:27][CH:28]=2)=[CH:19][CH:18]=1)(=[O:5])=[O:4])[CH3:2].